From a dataset of Forward reaction prediction with 1.9M reactions from USPTO patents (1976-2016). Predict the product of the given reaction. (1) The product is: [NH2:20][C:2]1[CH2:3][N:4]([CH2:8][C:9]2[CH:19]=[CH:18][C:12]3[N:13]=[C:14]([S:16][CH3:17])[S:15][C:11]=3[CH:10]=2)[CH:5]=[CH:6][N:7]=1. Given the reactants I[C:2]1[CH2:3][N:4]([CH2:8][C:9]2[CH:19]=[CH:18][C:12]3[N:13]=[C:14]([S:16][CH3:17])[S:15][C:11]=3[CH:10]=2)[CH:5]=[CH:6][N:7]=1.[NH3:20], predict the reaction product. (2) The product is: [CH2:22]([O:21][CH:4]([O:3][CH2:1][CH3:2])[C:5]1[NH:13][C:12]2[C:11]([O:14][C:15]3[CH:20]=[CH:19][CH:18]=[CH:17][CH:16]=3)=[N:10][CH:9]=[N:8][C:7]=2[CH:6]=1)[CH3:23]. Given the reactants [CH2:1]([O:3][CH:4]([O:21][CH2:22][CH3:23])[C:5]#[C:6][C:7]1[C:12]([NH2:13])=[C:11]([O:14][C:15]2[CH:20]=[CH:19][CH:18]=[CH:17][CH:16]=2)[N:10]=[CH:9][N:8]=1)[CH3:2].CC(C)([O-])C.[K+].O, predict the reaction product.